This data is from Forward reaction prediction with 1.9M reactions from USPTO patents (1976-2016). The task is: Predict the product of the given reaction. (1) Given the reactants [NH2:1][CH2:2][CH2:3][O:4][C:5]1[CH:6]=[C:7]([C:11]#[C:12][C:13]2([OH:19])[CH2:18][CH2:17][S:16][CH2:15][CH2:14]2)[CH:8]=[CH:9][CH:10]=1, predict the reaction product. The product is: [NH2:1][CH2:2][CH2:3][O:4][C:5]1[CH:6]=[C:7]([CH:8]=[CH:9][CH:10]=1)[CH2:11][CH2:12][C:13]1([OH:19])[CH2:14][CH2:15][S:16][CH2:17][CH2:18]1. (2) The product is: [CH2:1]([C:3]1[CH:8]=[CH:7][C:6]([CH:9]2[CH2:10][CH:11]([C:23]3[O:25][N:29]=[C:28]([C:30]4[CH:35]=[N:34][CH:33]=[CH:32][N:31]=4)[N:27]=3)[CH2:12][N:13]([C:15]([N:17]3[CH2:18][CH2:19][O:20][CH2:21][CH2:22]3)=[O:16])[CH2:14]2)=[CH:5][CH:4]=1)[CH3:2]. Given the reactants [CH2:1]([C:3]1[CH:8]=[CH:7][C:6]([CH:9]2[CH2:14][N:13]([C:15]([N:17]3[CH2:22][CH2:21][O:20][CH2:19][CH2:18]3)=[O:16])[CH2:12][CH:11]([C:23]([OH:25])=O)[CH2:10]2)=[CH:5][CH:4]=1)[CH3:2].O[N:27]=[C:28]([C:30]1[CH:35]=[N:34][CH:33]=[CH:32][N:31]=1)[NH2:29], predict the reaction product. (3) Given the reactants [CH2:1]([C@H:3]([NH:10][C:11]([C:13]1[C:22]2[C:17](=[CH:18][CH:19]=[CH:20][CH:21]=2)[N:16]=[C:15]([C:23]2[CH:28]=[CH:27][CH:26]=[CH:25][CH:24]=2)[C:14]=1[O:29][CH2:30][CH2:31][NH:32][C:33](=[O:39])/[CH:34]=[CH:35]\[C:36]([OH:38])=O)=[O:12])[C:4]1[CH:9]=[CH:8][CH:7]=[CH:6][CH:5]=1)[CH3:2].C(OC(=O)C)(=O)C.O(C(C)C)C(C)C, predict the reaction product. The product is: [CH2:1]([C@H:3]([NH:10][C:11]([C:13]1[C:22]2[C:17](=[CH:18][CH:19]=[CH:20][CH:21]=2)[N:16]=[C:15]([C:23]2[CH:24]=[CH:25][CH:26]=[CH:27][CH:28]=2)[C:14]=1[O:29][CH2:30][CH2:31][N:32]1[C:36](=[O:38])[CH:35]=[CH:34][C:33]1=[O:39])=[O:12])[C:4]1[CH:5]=[CH:6][CH:7]=[CH:8][CH:9]=1)[CH3:2]. (4) Given the reactants N#N.[N+:3]([C:6]1[CH:10]=[N:9][N:8]([CH2:11][C:12]2[O:16][C:15]([C:17](=[O:19])[CH3:18])=[CH:14][CH:13]=2)[N:7]=1)([O-])=O.[NH4+].[Cl-], predict the reaction product. The product is: [NH2:3][C:6]1[CH:10]=[N:9][N:8]([CH2:11][C:12]2[O:16][C:15]([C:17](=[O:19])[CH3:18])=[CH:14][CH:13]=2)[N:7]=1.